Dataset: Full USPTO retrosynthesis dataset with 1.9M reactions from patents (1976-2016). Task: Predict the reactants needed to synthesize the given product. (1) Given the product [Cl:24][C:25]1[CH:26]=[C:27]([S:31]([NH:1][C:2]2[CH:7]=[N:6][CH:5]=[C:4]([C:8]3[S:12][C:11]([C:13]4[CH:14]=[C:15]5[C:19](=[CH:20][CH:21]=4)[C:18](=[O:22])[N:17]([CH3:23])[CH2:16]5)=[CH:10][CH:9]=3)[CH:3]=2)(=[O:33])=[O:32])[CH:28]=[CH:29][CH:30]=1, predict the reactants needed to synthesize it. The reactants are: [NH2:1][C:2]1[CH:3]=[C:4]([C:8]2[S:12][C:11]([C:13]3[CH:14]=[C:15]4[C:19](=[CH:20][CH:21]=3)[C:18](=[O:22])[N:17]([CH3:23])[CH2:16]4)=[CH:10][CH:9]=2)[CH:5]=[N:6][CH:7]=1.[Cl:24][C:25]1[CH:26]=[C:27]([S:31](Cl)(=[O:33])=[O:32])[CH:28]=[CH:29][CH:30]=1. (2) Given the product [C:16]([O:20][C:21]([N:23]1[CH2:28][CH2:27][CH:26]([NH:29][C:30]2[CH:35]=[C:34]([N:12]3[C:13]4[C:9](=[CH:8][C:7]([S:4]([CH3:3])(=[O:6])=[O:5])=[CH:15][CH:14]=4)[CH2:10][CH2:11]3)[N:33]=[CH:32][N:31]=2)[CH2:25][CH2:24]1)=[O:22])([CH3:19])([CH3:17])[CH3:18], predict the reactants needed to synthesize it. The reactants are: [H-].[Na+].[CH3:3][S:4]([C:7]1[CH:8]=[C:9]2[C:13](=[CH:14][CH:15]=1)[NH:12][CH2:11][CH2:10]2)(=[O:6])=[O:5].[C:16]([O:20][C:21]([N:23]1[CH2:28][CH2:27][CH:26]([NH:29][C:30]2[CH:35]=[C:34](Cl)[N:33]=[CH:32][N:31]=2)[CH2:25][CH2:24]1)=[O:22])([CH3:19])([CH3:18])[CH3:17]. (3) The reactants are: Br[C:2]1[CH:3]=[C:4]([N:22]([CH:24]2[CH2:28][CH2:27][CH2:26][CH2:25]2)[CH3:23])[C:5]([CH3:21])=[C:6]([CH:20]=1)[C:7]([NH:9][CH2:10][C:11]1[C:12](=[O:19])[NH:13][C:14]([CH3:18])=[CH:15][C:16]=1[CH3:17])=[O:8].[CH:29]([C:31]1[N:36]=[CH:35][C:34](B(O)O)=[CH:33][CH:32]=1)=[O:30].C([O-])([O-])=O.[Na+].[Na+]. Given the product [CH:24]1([N:22]([CH3:23])[C:4]2[C:5]([CH3:21])=[C:6]([CH:20]=[C:2]([C:34]3[CH:35]=[N:36][C:31]([CH:29]=[O:30])=[CH:32][CH:33]=3)[CH:3]=2)[C:7]([NH:9][CH2:10][C:11]2[C:12](=[O:19])[NH:13][C:14]([CH3:18])=[CH:15][C:16]=2[CH3:17])=[O:8])[CH2:28][CH2:27][CH2:26][CH2:25]1, predict the reactants needed to synthesize it. (4) Given the product [CH3:17][S:18]([C:21]1[CH:26]=[CH:25][C:24]([C:27]2[CH:32]=[CH:31][CH:30]=[CH:29][CH:28]=2)=[C:23]([C:33]([N:4]2[CH2:5][CH2:6][N:1]([C:7]3[N:12]=[C:11]([C:13]([F:14])([F:16])[F:15])[CH:10]=[CH:9][N:8]=3)[CH2:2][CH2:3]2)=[O:34])[CH:22]=1)(=[O:19])=[O:20], predict the reactants needed to synthesize it. The reactants are: [N:1]1([C:7]2[N:12]=[C:11]([C:13]([F:16])([F:15])[F:14])[CH:10]=[CH:9][N:8]=2)[CH2:6][CH2:5][NH:4][CH2:3][CH2:2]1.[CH3:17][S:18]([C:21]1[CH:22]=[C:23]([C:33](O)=[O:34])[C:24]([C:27]2[CH:32]=[CH:31][CH:30]=[CH:29][CH:28]=2)=[CH:25][CH:26]=1)(=[O:20])=[O:19]. (5) Given the product [C:1]([O:5][C:6]([N:8]1[CH:13]([CH2:14][CH3:15])[CH2:12][CH:11]([N:16]([CH2:24][C:25]2[CH:30]=[C:29]([C:31]([F:32])([F:33])[F:34])[CH:28]=[C:27]([C:35]([F:36])([F:37])[F:38])[CH:26]=2)[C:17]2[N:18]=[CH:19][C:20]([O:23][CH2:51][C:50]([O:49][CH3:48])=[O:53])=[CH:21][N:22]=2)[CH2:10][CH:9]1[CH2:39][C:40]1[CH:41]=[CH:42][CH:43]=[CH:44][CH:45]=1)=[O:7])([CH3:2])([CH3:3])[CH3:4], predict the reactants needed to synthesize it. The reactants are: [C:1]([O:5][C:6]([N:8]1[CH:13]([CH2:14][CH3:15])[CH2:12][CH:11]([N:16]([CH2:24][C:25]2[CH:30]=[C:29]([C:31]([F:34])([F:33])[F:32])[CH:28]=[C:27]([C:35]([F:38])([F:37])[F:36])[CH:26]=2)[C:17]2[N:22]=[CH:21][C:20]([OH:23])=[CH:19][N:18]=2)[CH2:10][CH:9]1[CH2:39][C:40]1[CH:45]=[CH:44][CH:43]=[CH:42][CH:41]=1)=[O:7])([CH3:4])([CH3:3])[CH3:2].[H-].[Na+].[CH3:48][O:49][C:50](=[O:53])[CH2:51]Br.C(O)(=O)CC(CC(O)=O)(C(O)=O)O.